From a dataset of Reaction yield outcomes from USPTO patents with 853,638 reactions. Predict the reaction yield, written as a fraction of the theoretical maximum amount of product (1.0 means a 100% yield; for example, 0.34 means a 34% yield). (1) The reactants are Cl.Cl[C:3]1[CH:8]=[CH:7][N:6]=[CH:5][CH:4]=1.[F:9][C:10]([F:20])([F:19])[O:11][C:12]1[CH:17]=[CH:16][C:15]([OH:18])=[CH:14][CH:13]=1.C([O-])([O-])=O.[K+].[K+].[Na+].[Cl-]. The catalyst is C(OCC)(=O)C.O.CN(C=O)C. The product is [F:9][C:10]([F:19])([F:20])[O:11][C:12]1[CH:17]=[CH:16][C:15]([O:18][C:3]2[CH:8]=[CH:7][N:6]=[CH:5][CH:4]=2)=[CH:14][CH:13]=1. The yield is 0.520. (2) The product is [N:1]1[CH:6]=[CH:5][CH:4]=[C:3]([CH2:7][CH2:8][CH2:9][NH2:10])[CH:2]=1. The reactants are [N:1]1[CH:6]=[CH:5][CH:4]=[C:3]([CH2:7][CH2:8][CH2:9][NH:10]C(=O)OC(C)(C)C)[CH:2]=1.C(O)(C(F)(F)F)=O. The catalyst is C(Cl)Cl. The yield is 0.680. (3) The reactants are [CH3:1][O:2][C:3]1[CH:4]=[C:5]2[C:10](=[CH:11][C:12]=1[O:13][CH3:14])[N:9]=[CH:8][N:7]=[C:6]2[S:15][C:16]1[CH:17]=[C:18]([CH:20]=[CH:21][CH:22]=1)[NH2:19].[C:23]([C:27]1[CH:31]=[C:30]([NH:32][C:33](=O)[O:34]C2C=CC=CC=2)[N:29]([C:42]2[CH:43]=[N:44][CH:45]=[C:46]([F:48])[CH:47]=2)[N:28]=1)([CH3:26])([CH3:25])[CH3:24]. The catalyst is C1COCC1.CN(C1C=CN=CC=1)C. The product is [C:23]([C:27]1[CH:31]=[C:30]([NH:32][C:33]([NH:19][C:18]2[CH:20]=[CH:21][CH:22]=[C:16]([S:15][C:6]3[C:5]4[C:10](=[CH:11][C:12]([O:13][CH3:14])=[C:3]([O:2][CH3:1])[CH:4]=4)[N:9]=[CH:8][N:7]=3)[CH:17]=2)=[O:34])[N:29]([C:42]2[CH:43]=[N:44][CH:45]=[C:46]([F:48])[CH:47]=2)[N:28]=1)([CH3:26])([CH3:24])[CH3:25]. The yield is 0.620. (4) The reactants are [Br:1][C:2]1[CH:7]=[CH:6][C:5]([NH:8][C:9]2[C:10]([C:18](O)=[O:19])=[CH:11][N:12]([CH3:17])[C:13](=[O:16])[C:14]=2[F:15])=[C:4]([F:21])[CH:3]=1.CCN=C=NCCCN(C)C.C1C=CC2N(O)[N:40]=[N:39]C=2C=1.NN.CCN(CC)CC. The catalyst is CN(C=O)C.CCOC(C)=O. The product is [Br:1][C:2]1[CH:7]=[CH:6][C:5]([NH:8][C:9]2[C:10]([C:18]([NH:39][NH2:40])=[O:19])=[CH:11][N:12]([CH3:17])[C:13](=[O:16])[C:14]=2[F:15])=[C:4]([F:21])[CH:3]=1. The yield is 0.890. (5) The reactants are ClC(OCC(C)C)=O.[CH2:9]([C@H:16]([C:43]([NH:45][C@H:46]1[CH2:52][CH2:51][S:50][C@H:49]2[CH2:53][CH2:54][CH2:55][C@@H:56]([C:57]([O:59][CH3:60])=[O:58])[N:48]2[C:47]1=[O:61])=O)[CH2:17][CH2:18][C@@H:19]([C:24](=[O:42])[NH:25][C@H:26]1[CH2:32][CH2:31][S:30][C@H:29]2[CH2:33][CH2:34][CH2:35][C@@H:36]([C:37]([O:39][CH3:40])=[O:38])[N:28]2[C:27]1=[O:41])[CH2:20][C:21](O)=[O:22])[C:10]1[CH:15]=[CH:14][CH:13]=[CH:12][CH:11]=1.CN1CCOCC1.[NH4+:69].[OH-:70]. The catalyst is C(Cl)Cl. The product is [NH2:69][C:21](=[O:22])[CH2:20][C@H:19]([C:24](=[O:42])[NH:25][C@H:26]1[CH2:32][CH2:31][S:30][C@H:29]2[CH2:33][CH2:34][CH2:35][C@@H:36]([C:37]([O:39][CH3:40])=[O:38])[N:28]2[C:27]1=[O:41])[CH2:18][CH2:17][C@H:16]([CH2:9][C:10]1[CH:11]=[CH:12][CH:13]=[CH:14][CH:15]=1)[C:43]([NH:45][C@H:46]1[CH2:52][CH2:51][S:50][C@H:49]2[CH2:53][CH2:54][CH2:55][C@@H:56]([C:57]([O:59][CH3:60])=[O:58])[N:48]2[C:47]1=[O:61])=[O:70]. The yield is 0.530.